Task: Regression. Given a peptide amino acid sequence and an MHC pseudo amino acid sequence, predict their binding affinity value. This is MHC class I binding data.. Dataset: Peptide-MHC class I binding affinity with 185,985 pairs from IEDB/IMGT (1) The peptide sequence is KHYWDAIRF. The MHC is Mamu-B1001 with pseudo-sequence Mamu-B1001. The binding affinity (normalized) is 0.186. (2) The peptide sequence is CLINDPWVL. The MHC is HLA-A02:03 with pseudo-sequence HLA-A02:03. The binding affinity (normalized) is 0.488. (3) The peptide sequence is LGYPFAWFL. The MHC is HLA-B40:01 with pseudo-sequence HLA-B40:01. The binding affinity (normalized) is 0.0847. (4) The peptide sequence is EEFRQYTAFTL. The binding affinity (normalized) is 0.264. The MHC is Mamu-B52 with pseudo-sequence Mamu-B52. (5) The peptide sequence is IPYLRNYMVI. The MHC is HLA-B53:01 with pseudo-sequence HLA-B53:01. The binding affinity (normalized) is 0.372. (6) The peptide sequence is MEFEPFQSL. The MHC is HLA-B83:01 with pseudo-sequence HLA-B83:01. The binding affinity (normalized) is 0.213.